The task is: Predict the reaction yield, written as a fraction of the theoretical maximum amount of product (1.0 means a 100% yield; for example, 0.34 means a 34% yield).. This data is from Reaction yield outcomes from USPTO patents with 853,638 reactions. (1) The reactants are C([BH3-])#N.[Na+].[NH2:5][C:6]1[CH:7]=[C:8]([CH:11]=[CH:12][C:13]=1[OH:14])[C:9]#[N:10].O=[C:16]1[CH2:21][CH2:20][N:19]([C:22]([O:24][C:25]([CH3:28])([CH3:27])[CH3:26])=[O:23])[CH2:18][CH2:17]1.C(O)(=O)C. The catalyst is O1CCCC1. The product is [C:9]([C:8]1[CH:11]=[CH:12][C:13]([OH:14])=[C:6]([NH:5][CH:16]2[CH2:21][CH2:20][N:19]([C:22]([O:24][C:25]([CH3:28])([CH3:27])[CH3:26])=[O:23])[CH2:18][CH2:17]2)[CH:7]=1)#[N:10]. The yield is 0.870. (2) The reactants are F[C:2]1[CH:7]=[C:6](F)[C:5]([N+:9]([O-:11])=[O:10])=[CH:4][C:3]=1[N+:12]([O-:14])=[O:13].[CH3:15][O-:16].[Na+].[Na].Cl.[CH3:20][OH:21]. The catalyst is C(Cl)(Cl)Cl.O. The product is [CH3:15][O:16][C:2]1[CH:7]=[C:6]([O:21][CH3:20])[C:5]([N+:9]([O-:11])=[O:10])=[CH:4][C:3]=1[N+:12]([O-:14])=[O:13]. The yield is 0.880. (3) The reactants are [C:1]([C:3]1[S:4][C:5]2[C:11]([C:12]#[N:13])=[C:10](/[N:14]=[CH:15]/[N:16](C)C)[CH:9]=[CH:8][C:6]=2[N:7]=1)#[N:2].[Cl:19][C:20]1[CH:21]=[C:22]([CH:24]=[CH:25][C:26]=1[Cl:27])N.[K+].[Br-]. The catalyst is C(Cl)Cl.CCOC(C)=O. The product is [Cl:19][C:20]1[CH:21]=[C:22]([NH:13][C:12]2[C:11]3[C:10](=[CH:9][CH:8]=[C:6]4[N:7]=[C:3]([C:1]#[N:2])[S:4][C:5]4=3)[N:14]=[CH:15][N:16]=2)[CH:24]=[CH:25][C:26]=1[Cl:27]. The yield is 0.420. (4) The reactants are [F:1][C:2]1[CH:7]=[CH:6][C:5]([C@:8]2([CH2:21][CH2:22][CH2:23][OH:24])[O:13][C:12](=[O:14])[N:11]([C@H:15]3[CH2:20][CH2:19][CH2:18][NH:17][CH2:16]3)[CH2:10][CH2:9]2)=[CH:4][CH:3]=1.Br[C:26]1[CH:31]=[CH:30][C:29]([C:32]([F:35])([F:34])[F:33])=[CH:28][N:27]=1.C(N(CC)CC)C. The catalyst is C(#N)C. The product is [F:1][C:2]1[CH:7]=[CH:6][C:5]([C@:8]2([CH2:21][CH2:22][CH2:23][OH:24])[O:13][C:12](=[O:14])[N:11]([C@H:15]3[CH2:20][CH2:19][CH2:18][N:17]([C:26]4[CH:31]=[CH:30][C:29]([C:32]([F:35])([F:34])[F:33])=[CH:28][N:27]=4)[CH2:16]3)[CH2:10][CH2:9]2)=[CH:4][CH:3]=1. The yield is 0.0700. (5) The reactants are [CH2:1]([O:8][C:9]([NH:11][C@@H:12]([CH2:17][C:18]1[CH:23]=[CH:22][C:21]([CH:24]2[S:28](=[O:30])(=[O:29])[NH:27][C:26](=[O:31])[CH2:25]2)=[C:20](Br)[CH:19]=1)[C:13]([O:15]C)=[O:14])=[O:10])[C:2]1[CH:7]=[CH:6][CH:5]=[CH:4][CH:3]=1.[C:33]1(B(O)O)[CH:38]=[CH:37][CH:36]=[CH:35][CH:34]=1.C(=O)([O-])[O-].[Na+].[Na+]. The catalyst is C1(C)C=CC=CC=1.O1CCOCC1.O.C1C=CC([P]([Pd]([P](C2C=CC=CC=2)(C2C=CC=CC=2)C2C=CC=CC=2)([P](C2C=CC=CC=2)(C2C=CC=CC=2)C2C=CC=CC=2)[P](C2C=CC=CC=2)(C2C=CC=CC=2)C2C=CC=CC=2)(C2C=CC=CC=2)C2C=CC=CC=2)=CC=1. The product is [CH2:1]([O:8][C:9]([NH:11][C@@H:12]([CH2:17][C:18]1[CH:19]=[C:20]([C:33]2[CH:38]=[CH:37][CH:36]=[CH:35][CH:34]=2)[C:21]([CH:24]2[S:28](=[O:30])(=[O:29])[NH:27][C:26](=[O:31])[CH2:25]2)=[CH:22][CH:23]=1)[C:13]([OH:15])=[O:14])=[O:10])[C:2]1[CH:7]=[CH:6][CH:5]=[CH:4][CH:3]=1. The yield is 0.380. (6) The reactants are I[CH3:2].[Cl:3][C:4]1[CH:9]=[CH:8][C:7]([CH:10]([C:29]2[N:30]=[CH:31][NH:32][CH:33]=2)[C:11]2[CH:12]=[C:13]3[C:18](=[CH:19][CH:20]=2)[N:17]([CH3:21])[C:16](=[O:22])[CH:15]=[C:14]3[C:23]2[CH:28]=[CH:27][CH:26]=[CH:25][CH:24]=2)=[CH:6][CH:5]=1.O. The catalyst is [Cl-].C([N+](CC)(CC)CC)C1C=CC=CC=1.C1COCC1.[OH-].[Na+]. The product is [Cl:3][C:4]1[CH:9]=[CH:8][C:7]([CH:10]([C:29]2[N:30]=[CH:31][N:32]([CH3:2])[CH:33]=2)[C:11]2[CH:12]=[C:13]3[C:18](=[CH:19][CH:20]=2)[N:17]([CH3:21])[C:16](=[O:22])[CH:15]=[C:14]3[C:23]2[CH:28]=[CH:27][CH:26]=[CH:25][CH:24]=2)=[CH:6][CH:5]=1. The yield is 0.420. (7) The reactants are [Cl:1][CH2:2][C:3]1[O:4][CH:5]=[C:6]([C:8]([O:10]C)=[O:9])[N:7]=1.[OH-].[Li+]. The catalyst is C1COCC1.CO.O. The product is [Cl:1][CH2:2][C:3]1[O:4][CH:5]=[C:6]([C:8]([OH:10])=[O:9])[N:7]=1. The yield is 0.940. (8) The reactants are [Cl:1][C:2]1[CH:7]=[CH:6][C:5]([C:8]2([C:14]#[N:15])[CH2:13][CH2:12][CH2:11][CH2:10][CH2:9]2)=[CH:4][C:3]=1[F:16].Cl. No catalyst specified. The product is [Cl:1][C:2]1[CH:7]=[CH:6][C:5]([C:8]2([CH2:14][NH2:15])[CH2:13][CH2:12][CH2:11][CH2:10][CH2:9]2)=[CH:4][C:3]=1[F:16]. The yield is 0.190.